Predict the reaction yield, written as a fraction of the theoretical maximum amount of product (1.0 means a 100% yield; for example, 0.34 means a 34% yield). From a dataset of Reaction yield outcomes from USPTO patents with 853,638 reactions. (1) The reactants are [F:1][CH:2]([F:11])[O:3][C:4]1[C:5](Br)=[N:6][CH:7]=[CH:8][CH:9]=1.[CH:12]1(B(O)O)[CH2:14][CH2:13]1. No catalyst specified. The product is [F:1][CH:2]([F:11])[O:3][C:4]1[C:5]([CH:12]2[CH2:14][CH2:13]2)=[N:6][CH:7]=[CH:8][CH:9]=1. The yield is 0.580. (2) The reactants are [NH:1]1[C:9]2[C:4](=[CH:5][C:6]([CH:10]([C:15]3[CH:20]=[CH:19][CH:18]=[CH:17][CH:16]=3)[CH2:11]C(O)=O)=[CH:7][CH:8]=2)[CH:3]=[CH:2]1.C([N:23]([CH2:26]C)CC)C.C1(P(N=[N+]=[N-])(C2C=CC=CC=2)=[O:35])C=CC=CC=1.[C:45]([OH:49])([CH3:48])([CH3:47])[CH3:46]. No catalyst specified. The product is [C:45]([O:49][C:26](=[O:35])[NH:23][CH2:11][CH:10]([C:6]1[CH:5]=[C:4]2[C:9](=[CH:8][CH:7]=1)[NH:1][CH:2]=[CH:3]2)[C:15]1[CH:16]=[CH:17][CH:18]=[CH:19][CH:20]=1)([CH3:48])([CH3:47])[CH3:46]. The yield is 0.190. (3) The reactants are [F:1][C:2]1[CH:30]=[C:29]([NH:31][C:32]([NH:34][C:35](=[O:44])[CH2:36][C:37]2[CH:42]=[CH:41][C:40]([F:43])=[CH:39][CH:38]=2)=[O:33])[CH:28]=[CH:27][C:3]=1[O:4][C:5]1[CH:10]=[CH:9][N:8]=[CH:7][C:6]=1[C:11]#[C:12][C:13]1[CH2:18][CH2:17][CH:16]([NH:19]C(=O)OC(C)(C)C)[CH2:15][CH:14]=1.[ClH:45].O1CCOCC1. The catalyst is O1CCOCC1. The product is [ClH:45].[ClH:45].[NH2:19][CH:16]1[CH2:17][CH2:18][C:13]([C:12]#[C:11][C:6]2[CH:7]=[N:8][CH:9]=[CH:10][C:5]=2[O:4][C:3]2[CH:27]=[CH:28][C:29]([NH:31][C:32]([NH:34][C:35](=[O:44])[CH2:36][C:37]3[CH:38]=[CH:39][C:40]([F:43])=[CH:41][CH:42]=3)=[O:33])=[CH:30][C:2]=2[F:1])=[CH:14][CH2:15]1. The yield is 0.840. (4) The reactants are [CH3:1][S:2]([C:5]1[CH:10]=[CH:9][C:8]([N:11]2[CH2:16][CH2:15][NH:14][CH2:13][CH2:12]2)=[CH:7][CH:6]=1)(=[O:4])=[O:3].[C:17]([O:21][C:22]([N:24]1[CH2:29][CH2:28][CH:27]([C:30](=[O:33])[CH2:31]Br)[CH2:26][CH2:25]1)=[O:23])([CH3:20])([CH3:19])[CH3:18].C([O-])([O-])=O.[K+].[K+].CCOC(C)=O. The catalyst is CC#N. The product is [C:17]([O:21][C:22]([N:24]1[CH2:29][CH2:28][CH:27]([C:30](=[O:33])[CH2:31][N:14]2[CH2:15][CH2:16][N:11]([C:8]3[CH:7]=[CH:6][C:5]([S:2]([CH3:1])(=[O:3])=[O:4])=[CH:10][CH:9]=3)[CH2:12][CH2:13]2)[CH2:26][CH2:25]1)=[O:23])([CH3:20])([CH3:18])[CH3:19]. The yield is 0.650. (5) The reactants are [C:1]([O:9][C:10]1[C:27]([O:28][CH3:29])=[CH:26][C:13]([C:14]([N:16]2[CH2:21][CH2:20][CH2:19][CH2:18][C@H:17]2[C:22](OC)=[O:23])=[O:15])=[C:12]([N+:30]([O-:32])=[O:31])[CH:11]=1)(=O)[C:2]1[CH:7]=[CH:6][CH:5]=[CH:4][CH:3]=1.CC(C[AlH]CC(C)C)C. The catalyst is C(Cl)Cl.C1(C)C=CC=CC=1. The product is [CH2:1]([O:9][C:10]1[C:27]([O:28][CH3:29])=[CH:26][C:13]([C:14]([N:16]2[CH2:21][CH2:20][CH2:19][CH2:18][C@H:17]2[CH:22]=[O:23])=[O:15])=[C:12]([N+:30]([O-:32])=[O:31])[CH:11]=1)[C:2]1[CH:3]=[CH:4][CH:5]=[CH:6][CH:7]=1. The yield is 0.900. (6) The product is [Cl:1][C:2]1[N:3]=[C:4]([N:9]2[CH:13]=[CH:12][C:11]([C:14]([F:17])([F:16])[F:15])=[N:10]2)[N:5]=[C:6]([O:19][CH3:18])[CH:7]=1. The reactants are [Cl:1][C:2]1[CH:7]=[C:6](Cl)[N:5]=[C:4]([N:9]2[CH:13]=[CH:12][C:11]([C:14]([F:17])([F:16])[F:15])=[N:10]2)[N:3]=1.[CH3:18][O-:19].[Na+]. The yield is 0.680. The catalyst is CO. (7) The reactants are [CH2:1]([N:4]([CH2:14][CH:15]=[CH2:16])[CH2:5][C:6]([C:8]1[CH:9]=[N:10][CH:11]=[CH:12][CH:13]=1)=O)[CH:2]=[CH2:3].Cl.[NH2:18][OH:19].N1C=CC=CC=1. The catalyst is C(O)C. The product is [CH2:1]([N:4]([CH2:14][CH:15]=[CH2:16])[CH2:5][C:6]([C:8]1[CH:9]=[N:10][CH:11]=[CH:12][CH:13]=1)=[N:18][OH:19])[CH:2]=[CH2:3]. The yield is 0.780. (8) The reactants are C[O:2][C:3](=[O:32])[CH:4]([NH:16][C:17]1[CH:22]=[CH:21][CH:20]=[CH:19][C:18]=1[C:23](=[O:31])[C:24]1[CH:29]=[CH:28][C:27]([F:30])=[CH:26][CH:25]=1)[CH2:5][C:6]1[CH:11]=[CH:10][C:9]([O:12][CH2:13][CH2:14]Br)=[CH:8][CH:7]=1.[CH:33]1[C:45]2[NH:44][C:43]3[C:38](=[CH:39][CH:40]=[CH:41][CH:42]=3)[C:37]=2[CH:36]=[CH:35][CH:34]=1.[OH-].[Na+]. The catalyst is C1C=CC=CC=1.[Br-].C([N+](CCCC)(CCCC)CCCC)CCC. The product is [F:30][C:27]1[CH:28]=[CH:29][C:24]([C:23]([C:18]2[CH:19]=[CH:20][CH:21]=[CH:22][C:17]=2[NH:16][CH:4]([CH2:5][C:6]2[CH:7]=[CH:8][C:9]([O:12][CH2:13][CH2:14][C:42]3[C:43]4[NH:44][C:45]5[C:37](=[CH:36][CH:35]=[CH:34][CH:33]=5)[C:38]=4[CH:39]=[CH:40][CH:41]=3)=[CH:10][CH:11]=2)[C:3]([OH:2])=[O:32])=[O:31])=[CH:25][CH:26]=1. The yield is 0.320. (9) The reactants are Cl[C:2]1[C:3]([NH:12][S:13]([C:16]2[CH:21]=[CH:20][CH:19]=[C:18]([F:22])[CH:17]=2)(=[O:15])=[O:14])=[N:4][C:5]2[C:10]([N:11]=1)=[CH:9][CH:8]=[CH:7][CH:6]=2.[CH3:23][O:24][C:25]1[CH:31]=[CH:30][C:29]([O:32][CH3:33])=[CH:28][C:26]=1[NH2:27]. The catalyst is CCO. The product is [CH3:23][O:24][C:25]1[CH:31]=[CH:30][C:29]([O:32][CH3:33])=[CH:28][C:26]=1[NH:27][C:2]1[C:3]([NH:12][S:13]([C:16]2[CH:21]=[CH:20][CH:19]=[C:18]([F:22])[CH:17]=2)(=[O:15])=[O:14])=[N:4][C:5]2[C:10]([N:11]=1)=[CH:9][CH:8]=[CH:7][CH:6]=2. The yield is 0.970. (10) The reactants are [Br:1][C:2]1[CH:7]=[CH:6][C:5]([C:8]([NH2:11])([CH3:10])[CH3:9])=[C:4]([F:12])[CH:3]=1.C(N(CC)CC)C.[CH3:20][S:21](Cl)(=[O:23])=[O:22]. The catalyst is ClCCl.Cl. The product is [Br:1][C:2]1[CH:7]=[CH:6][C:5]([C:8]([NH:11][S:21]([CH3:20])(=[O:23])=[O:22])([CH3:10])[CH3:9])=[C:4]([F:12])[CH:3]=1. The yield is 0.570.